The task is: Predict the reactants needed to synthesize the given product.. This data is from Full USPTO retrosynthesis dataset with 1.9M reactions from patents (1976-2016). (1) The reactants are: Br[C:2]1[CH:3]=[C:4]([C:16]([F:19])([F:18])[F:17])[C:5]2[N:6]([C:8]([Cl:15])=[C:9]([C:11]([O:13][CH3:14])=[O:12])[N:10]=2)[CH:7]=1.C([O-])(=O)C.[K+].[O:25]1[CH2:29][CH:28]=[CH:27][CH2:26]1. Given the product [Cl:15][C:8]1[N:6]2[CH:7]=[C:2]([CH:28]3[CH:27]=[CH:26][O:25][CH2:29]3)[CH:3]=[C:4]([C:16]([F:19])([F:18])[F:17])[C:5]2=[N:10][C:9]=1[C:11]([O:13][CH3:14])=[O:12], predict the reactants needed to synthesize it. (2) Given the product [NH2:7][CH:8]([CH3:18])[CH2:9][C:10]1[CH:11]=[C:12]([CH:13]=[CH:14][CH:15]=1)[C:16]#[N:17], predict the reactants needed to synthesize it. The reactants are: C(OC(=O)[NH:7][CH:8]([CH3:18])[CH2:9][C:10]1[CH:15]=[CH:14][CH:13]=[C:12]([C:16]#[N:17])[CH:11]=1)(C)(C)C.